From a dataset of Forward reaction prediction with 1.9M reactions from USPTO patents (1976-2016). Predict the product of the given reaction. (1) Given the reactants [OH:1][C:2]1[C:3]2[C:4]3[N:14]=[C:13]([C:15]4[CH:20]=[CH:19][CH:18]=[CH:17][CH:16]=4)[CH:12]=[C:11]([C:21]([O:23]C)=O)[C:5]=3[NH:6][C:7]=2[CH:8]=[CH:9][CH:10]=1.[NH3:25], predict the reaction product. The product is: [OH:1][C:2]1[C:3]2[C:4]3[N:14]=[C:13]([C:15]4[CH:20]=[CH:19][CH:18]=[CH:17][CH:16]=4)[CH:12]=[C:11]([C:21]([NH2:25])=[O:23])[C:5]=3[NH:6][C:7]=2[CH:8]=[CH:9][CH:10]=1. (2) Given the reactants [F:1][C:2]1[CH:7]=[CH:6][C:5]([N:8]2[CH2:12][CH2:11][CH:10]([C:13]([OH:15])=[O:14])[C:9]2=[O:16])=[CH:4][CH:3]=1.CO.[CH2:19]1COCC1.[N+](=C[Si](C)(C)C)=[N-], predict the reaction product. The product is: [F:1][C:2]1[CH:3]=[CH:4][C:5]([N:8]2[CH2:12][CH2:11][CH:10]([C:13]([O:15][CH3:19])=[O:14])[C:9]2=[O:16])=[CH:6][CH:7]=1. (3) Given the reactants C(N(CC)CC)C.[CH:8]([O:10][CH2:11][CH2:12][CH2:13][CH3:14])=[CH2:9].[Cl:15][C:16]1[N:21]=[C:20](Cl)[C:19]([CH3:23])=[CH:18][N:17]=1, predict the reaction product. The product is: [CH2:11]([O:10]/[CH:8]=[CH:9]/[C:20]1[C:19]([CH3:23])=[CH:18][N:17]=[C:16]([Cl:15])[N:21]=1)[CH2:12][CH2:13][CH3:14]. (4) Given the reactants [NH2:1][C:2]1[CH2:6][CH2:5][C:4](=[O:7])[CH:3]=1.[Cl:8][C:9]1[CH:10]=[CH:11][C:12]([C:26]([F:29])([F:28])[F:27])=[C:13]([CH:25]=1)[CH:14]=[C:15]1C(=O)OC(C)(C)[O:17][C:16]1=O.CN(C(ON1N=NC2C=CC=NC1=2)=[N+](C)C)C.F[P-](F)(F)(F)(F)F.C(N(CC)C(C)C)(C)C, predict the reaction product. The product is: [Cl:8][C:9]1[CH:10]=[CH:11][C:12]([C:26]([F:27])([F:28])[F:29])=[C:13]([CH:14]2[CH2:15][C:16](=[O:17])[NH:1][C:2]3[CH2:6][CH2:5][C:4](=[O:7])[C:3]2=3)[CH:25]=1. (5) Given the reactants [C:1]([N:4]1[CH2:9][CH2:8][N:7]2[N:10]=[C:11]([NH:13][C:14]3[C:15](=[O:22])[N:16]([CH3:21])[CH:17]=[C:18](Br)[CH:19]=3)[CH:12]=[C:6]2[CH2:5]1)(=[O:3])[CH3:2].[B:23]1([B:23]2[O:27][C:26]([CH3:29])([CH3:28])[C:25]([CH3:31])([CH3:30])[O:24]2)[O:27][C:26]([CH3:29])([CH3:28])[C:25]([CH3:31])([CH3:30])[O:24]1.CC(C1C=C(C(C)C)C(C2C=CC=CC=2P(C2CCCCC2)C2CCCCC2)=C(C(C)C)C=1)C.C([O-])(=O)C.[K+], predict the reaction product. The product is: [C:1]([N:4]1[CH2:9][CH2:8][N:7]2[N:10]=[C:11]([NH:13][C:14]3[C:15](=[O:22])[N:16]([CH3:21])[CH:17]=[C:18]([B:23]4[O:27][C:26]([CH3:29])([CH3:28])[C:25]([CH3:31])([CH3:30])[O:24]4)[CH:19]=3)[CH:12]=[C:6]2[CH2:5]1)(=[O:3])[CH3:2].